Dataset: Catalyst prediction with 721,799 reactions and 888 catalyst types from USPTO. Task: Predict which catalyst facilitates the given reaction. (1) Reactant: [Br:1][C:2]1[CH:3]=[C:4]2[C:8](=[CH:9][CH:10]=1)[C:7]1([C:14](=[O:15])NC(=O)[NH:11]1)[CH2:6][CH2:5]2.[OH:17]S(O)(=O)=O. Product: [NH2:11][C:7]1([C:14]([OH:15])=[O:17])[C:8]2[C:4](=[CH:3][C:2]([Br:1])=[CH:10][CH:9]=2)[CH2:5][CH2:6]1. The catalyst class is: 6. (2) Reactant: [Br:1][C:2]1[C:10]2[C:9](Cl)=[N:8][CH:7]=[N:6][C:5]=2[N:4]([C@@H:12]2[CH2:15][C@H:14]([CH2:16][N:17]3[CH2:22][CH2:21][CH:20]([OH:23])[CH2:19][CH2:18]3)[CH2:13]2)[CH:3]=1.[NH4+:24].[OH-].CCO. Product: [NH2:24][C:9]1[C:10]2[C:2]([Br:1])=[CH:3][N:4]([C@@H:12]3[CH2:15][C@H:14]([CH2:16][N:17]4[CH2:22][CH2:21][CH:20]([OH:23])[CH2:19][CH2:18]4)[CH2:13]3)[C:5]=2[N:6]=[CH:7][N:8]=1. The catalyst class is: 84.